This data is from Peptide-MHC class II binding affinity with 134,281 pairs from IEDB. The task is: Regression. Given a peptide amino acid sequence and an MHC pseudo amino acid sequence, predict their binding affinity value. This is MHC class II binding data. (1) The peptide sequence is PRFLEYSTSECHF. The MHC is DRB5_0101 with pseudo-sequence DRB5_0101. The binding affinity (normalized) is 0.145. (2) The peptide sequence is SVYLSDNGVMSEQGS. The MHC is DRB1_0301 with pseudo-sequence DRB1_0301. The binding affinity (normalized) is 0.610.